From a dataset of Catalyst prediction with 721,799 reactions and 888 catalyst types from USPTO. Predict which catalyst facilitates the given reaction. (1) Product: [F:52][C:51]([F:54])([F:53])[C:49]([OH:55])=[O:50].[F:52][C:51]([F:54])([F:53])[C:49]([O-:55])=[O:50].[NH:15]1[CH2:18][CH:17]([C:19]([NH:21][CH2:22][CH2:23][N+:24]23[CH2:31][CH2:30][CH:27]([CH2:28][CH2:29]2)[C@@H:26]([O:32][C:33](=[O:48])[C:34]([OH:47])([C:41]2[CH:42]=[CH:43][CH:44]=[CH:45][CH:46]=2)[C:35]2[CH:36]=[CH:37][CH:38]=[CH:39][CH:40]=2)[CH2:25]3)=[O:20])[CH2:16]1. The catalyst class is: 137. Reactant: F[P-](F)(F)(F)(F)F.C(OC([N:15]1[CH2:18][CH:17]([C:19]([NH:21][CH2:22][CH2:23][N+:24]23[CH2:31][CH2:30][CH:27]([CH2:28][CH2:29]2)[C@@H:26]([O:32][C:33](=[O:48])[C:34]([OH:47])([C:41]2[CH:46]=[CH:45][CH:44]=[CH:43][CH:42]=2)[C:35]2[CH:40]=[CH:39][CH:38]=[CH:37][CH:36]=2)[CH2:25]3)=[O:20])[CH2:16]1)=O)(C)(C)C.[C:49]([OH:55])([C:51]([F:54])([F:53])[F:52])=[O:50].C(Cl)Cl. (2) Reactant: [F:1][C:2]1[CH:7]=[CH:6][C:5]([C:8]2[C:9]([CH3:14])=[N:10][NH:11][C:12]=2[NH2:13])=[CH:4][CH:3]=1.[O:15]1[CH2:20][CH2:19][O:18][C:17]2[CH:21]=[C:22]([C:25](=O)[CH2:26][C:27](OCC)=[O:28])[CH:23]=[CH:24][C:16]1=2. Product: [O:15]1[CH2:20][CH2:19][O:18][C:17]2[CH:21]=[C:22]([C:25]3[NH:13][C:12]4[N:11]([N:10]=[C:9]([CH3:14])[C:8]=4[C:5]4[CH:4]=[CH:3][C:2]([F:1])=[CH:7][CH:6]=4)[C:27](=[O:28])[CH:26]=3)[CH:23]=[CH:24][C:16]1=2. The catalyst class is: 15. (3) Reactant: [F:1][C:2]1[CH:7]=[CH:6][CH:5]=[C:4]([F:8])[C:3]=1[N:9]1[C:14]2[N:15]=[C:16]([N:29]3[CH2:34][CH2:33][CH:32]([N:35]4[CH2:40][CH2:39][CH:38]([CH3:41])[CH2:37][CH2:36]4)[CH2:31][CH2:30]3)[N:17]=[C:18]([C:19]3[CH:20]=[C:21]([CH:25]=[CH:26][C:27]=3[CH3:28])[C:22](O)=[O:23])[C:13]=2[CH:12]=[CH:11][C:10]1=[O:42].CN(C(ON1N=NC2C=CC=CC1=2)=[N+](C)C)C.F[P-](F)(F)(F)(F)F.C(N(CC)CC)C.Cl.[F:75][CH2:76][CH2:77][NH2:78]. Product: [F:1][C:2]1[CH:7]=[CH:6][CH:5]=[C:4]([F:8])[C:3]=1[N:9]1[C:14]2[N:15]=[C:16]([N:29]3[CH2:34][CH2:33][CH:32]([N:35]4[CH2:40][CH2:39][CH:38]([CH3:41])[CH2:37][CH2:36]4)[CH2:31][CH2:30]3)[N:17]=[C:18]([C:19]3[CH:20]=[C:21]([CH:25]=[CH:26][C:27]=3[CH3:28])[C:22]([NH:78][CH2:77][CH2:76][F:75])=[O:23])[C:13]=2[CH:12]=[CH:11][C:10]1=[O:42]. The catalyst class is: 3. (4) Reactant: [NH2:1][C:2]1[C:7](C=O)=[C:6]([N:10]2[CH2:15][CH2:14][CH:13]([C:16]3[N:17]([CH3:32])[CH:18]=[C:19]([C:21]4[CH:26]=[CH:25][C:24]([F:27])=[C:23]([C:28]([F:31])([F:30])[F:29])[CH:22]=4)[N:20]=3)[CH2:12][CH2:11]2)[N:5]=[CH:4][N:3]=1.C1(P(=[CH:52][C:53]([O:55][CH3:56])=[O:54])(C2C=CC=CC=2)C2C=CC=CC=2)C=CC=CC=1.[Cl-].[Li+].[CH2:59](N(CC)CC)C. Product: [CH3:56][O:55][C:53](=[O:54])/[CH:52]=[CH:59]/[C:7]1[C:2]([NH2:1])=[N:3][CH:4]=[N:5][C:6]=1[N:10]1[CH2:11][CH2:12][CH:13]([C:16]2[N:17]([CH3:32])[CH:18]=[C:19]([C:21]3[CH:26]=[CH:25][C:24]([F:27])=[C:23]([C:28]([F:30])([F:29])[F:31])[CH:22]=3)[N:20]=2)[CH2:14][CH2:15]1. The catalyst class is: 16. (5) Reactant: [H-].[H-].[H-].[H-].[Li+].[Al+3].[NH2:7][C:8]1[C:16]2[C:15]([C:17](OCC)=[O:18])=[CH:14][C:13]([CH3:22])=[N:12][C:11]=2[S:10][C:9]=1[C:23](=[O:25])[NH2:24]. Product: [NH2:7][C:8]1[C:16]2[C:11](=[N:12][C:13]([CH3:22])=[CH:14][C:15]=2[CH2:17][OH:18])[S:10][C:9]=1[C:23]([NH2:24])=[O:25]. The catalyst class is: 1. (6) Reactant: [CH3:1][C:2]1[CH:3]=[C:4]([CH2:8][C:9](=[S:11])[NH2:10])[CH:5]=[CH:6][CH:7]=1.Cl[CH:13]([C:19]([CH3:21])=O)[C:14]([O:16][CH2:17][CH3:18])=[O:15]. Product: [CH3:21][C:19]1[N:10]=[C:9]([CH2:8][C:4]2[CH:5]=[CH:6][CH:7]=[C:2]([CH3:1])[CH:3]=2)[S:11][C:13]=1[C:14]([O:16][CH2:17][CH3:18])=[O:15]. The catalyst class is: 4. (7) Reactant: [C:1]1([N:7]([C:17]2[CH:22]=[CH:21][CH:20]=[CH:19][CH:18]=2)C(=O)CCCCCCC)[CH:6]=[CH:5][CH:4]=[CH:3][CH:2]=1. Product: [C:17]1([NH:7][C:1]2[CH:2]=[CH:3][CH:4]=[CH:5][CH:6]=2)[CH:18]=[CH:19][CH:20]=[CH:21][CH:22]=1. The catalyst class is: 4.